This data is from Peptide-MHC class II binding affinity with 134,281 pairs from IEDB. The task is: Regression. Given a peptide amino acid sequence and an MHC pseudo amino acid sequence, predict their binding affinity value. This is MHC class II binding data. (1) The peptide sequence is VKPLYIITPTNVSHI. The MHC is HLA-DQA10501-DQB10201 with pseudo-sequence HLA-DQA10501-DQB10201. The binding affinity (normalized) is 0.186. (2) The peptide sequence is IQSIPFVHLGHRDNI. The MHC is DRB1_0901 with pseudo-sequence DRB1_0901. The binding affinity (normalized) is 0.356. (3) The peptide sequence is WEALKYLWNLLQYWGQELK. The MHC is DRB1_0401 with pseudo-sequence DRB1_0401. The binding affinity (normalized) is 0.282. (4) The peptide sequence is HGITDVHPLYSRRLPKGVKH. The MHC is DRB1_0301 with pseudo-sequence DRB1_0301. The binding affinity (normalized) is 0.